Regression. Given two drug SMILES strings and cell line genomic features, predict the synergy score measuring deviation from expected non-interaction effect. From a dataset of NCI-60 drug combinations with 297,098 pairs across 59 cell lines. (1) Drug 1: COCCOC1=C(C=C2C(=C1)C(=NC=N2)NC3=CC=CC(=C3)C#C)OCCOC.Cl. Drug 2: N.N.Cl[Pt+2]Cl. Cell line: IGROV1. Synergy scores: CSS=72.4, Synergy_ZIP=-0.857, Synergy_Bliss=-0.836, Synergy_Loewe=3.24, Synergy_HSA=5.14. (2) Drug 1: CC12CCC3C(C1CCC2=O)CC(=C)C4=CC(=O)C=CC34C. Drug 2: CC1OCC2C(O1)C(C(C(O2)OC3C4COC(=O)C4C(C5=CC6=C(C=C35)OCO6)C7=CC(=C(C(=C7)OC)O)OC)O)O. Cell line: A549. Synergy scores: CSS=61.8, Synergy_ZIP=4.02, Synergy_Bliss=4.19, Synergy_Loewe=3.06, Synergy_HSA=8.19. (3) Drug 1: CCC1=CC2CC(C3=C(CN(C2)C1)C4=CC=CC=C4N3)(C5=C(C=C6C(=C5)C78CCN9C7C(C=CC9)(C(C(C8N6C)(C(=O)OC)O)OC(=O)C)CC)OC)C(=O)OC.C(C(C(=O)O)O)(C(=O)O)O. Drug 2: C1CN(P(=O)(OC1)NCCCl)CCCl. Cell line: SK-MEL-28. Synergy scores: CSS=34.6, Synergy_ZIP=-0.512, Synergy_Bliss=-2.95, Synergy_Loewe=-26.0, Synergy_HSA=-3.27.